This data is from Forward reaction prediction with 1.9M reactions from USPTO patents (1976-2016). The task is: Predict the product of the given reaction. The product is: [N+:33]([C:30]1[CH:31]=[CH:32][C:27]([O:26][NH:2][C:17](=[O:18])[O-:20])=[CH:28][CH:29]=1)([O-:35])=[O:34].[CH3:1][NH:2][C:3]1([C:10]2[CH:11]=[CH:12][CH:13]=[CH:14][C:15]=2[Cl:16])[C:8](=[O:9])[CH2:7][CH2:6][CH2:5][CH2:4]1. Given the reactants [CH3:1][NH:2][C:3]1([C:10]2[CH:11]=[CH:12][CH:13]=[CH:14][C:15]=2[Cl:16])[C:8](=[O:9])[CH2:7][CH2:6][CH2:5][CH2:4]1.[C:17]([O-:20])([O-])=[O:18].[Na+].[Na+].ClC([O:26][C:27]1[CH:32]=[CH:31][C:30]([N+:33]([O-:35])=[O:34])=[CH:29][CH:28]=1)=O, predict the reaction product.